Task: Predict the product of the given reaction.. Dataset: Forward reaction prediction with 1.9M reactions from USPTO patents (1976-2016) (1) Given the reactants [CH2:1]([C:5]1[N:6]=[C:7]([CH:27]2[CH2:29][CH2:28]2)[NH:8][C:9](=[O:26])[C:10]=1[CH2:11][C:12]1[CH:17]=[CH:16][C:15]([C:18]2[C:19]([C:24]#[N:25])=[CH:20][CH:21]=[CH:22][CH:23]=2)=[CH:14][CH:13]=1)[CH2:2][CH2:3][CH3:4].[CH2:30]([O:32][C:33]1[CH:38]=[CH:37][C:36](B(O)O)=[CH:35][CH:34]=1)[CH3:31].N1C=CC=CC=1.C(N(CC)CC)C, predict the reaction product. The product is: [CH2:1]([C:5]1[N:6]=[C:7]([CH:27]2[CH2:28][CH2:29]2)[N:8]([C:36]2[CH:37]=[CH:38][C:33]([O:32][CH2:30][CH3:31])=[CH:34][CH:35]=2)[C:9](=[O:26])[C:10]=1[CH2:11][C:12]1[CH:17]=[CH:16][C:15]([C:18]2[C:19]([C:24]#[N:25])=[CH:20][CH:21]=[CH:22][CH:23]=2)=[CH:14][CH:13]=1)[CH2:2][CH2:3][CH3:4]. (2) Given the reactants [Br-].[OH:2][CH2:3][CH2:4][CH2:5][P+](C1C=CC=CC=1)(C1C=CC=CC=1)C1C=CC=CC=1.[H-].[Na+].[CH2:27]([O:34][C:35]1[CH:42]=[CH:41][C:38]([CH:39]=O)=[CH:37][CH:36]=1)[C:28]1[CH:33]=[CH:32][CH:31]=[CH:30][CH:29]=1, predict the reaction product. The product is: [CH2:27]([O:34][C:35]1[CH:42]=[CH:41][C:38]([CH:39]=[CH:5][CH2:4][CH2:3][OH:2])=[CH:37][CH:36]=1)[C:28]1[CH:33]=[CH:32][CH:31]=[CH:30][CH:29]=1. (3) Given the reactants [N:1]1([CH:11]([C:16]2[CH:21]=[CH:20][CH:19]=[CH:18][C:17]=2F)[CH:12]([OH:15])[CH2:13][OH:14])[C:10]2[C:5](=[CH:6][CH:7]=[CH:8][CH:9]=2)[CH2:4][CH2:3][CH2:2]1.CC(C)([O-])C.[K+], predict the reaction product. The product is: [N:1]1([CH:11]2[C:16]3[CH:21]=[CH:20][CH:19]=[CH:18][C:17]=3[O:15][CH:12]2[CH2:13][OH:14])[C:10]2[C:5](=[CH:6][CH:7]=[CH:8][CH:9]=2)[CH2:4][CH2:3][CH2:2]1.